From a dataset of Forward reaction prediction with 1.9M reactions from USPTO patents (1976-2016). Predict the product of the given reaction. (1) The product is: [F:1][C:2]1[CH:10]=[CH:9][CH:8]=[CH:7][C:3]=1[C:4]([Cl:13])=[O:5]. Given the reactants [F:1][C:2]1[CH:10]=[CH:9][CH:8]=[CH:7][C:3]=1[C:4](O)=[O:5].O=S(Cl)[Cl:13], predict the reaction product. (2) Given the reactants Br[C:2]1[CH:10]=[C:9]([C:11]([F:14])([F:13])[F:12])[CH:8]=[C:7]2[C:3]=1[CH:4]=[N:5][NH:6]2.[OH:15][CH2:16][CH2:17][NH:18][C:19]([C:21]1[CH:26]=[CH:25][C:24](B(O)O)=[CH:23][CH:22]=1)=[O:20].[C:30]([O-:33])(O)=[O:31].[Na+], predict the reaction product. The product is: [C:30]([OH:33])([C:11]([F:14])([F:13])[F:12])=[O:31].[OH:15][CH2:16][CH2:17][NH:18][C:19](=[O:20])[C:21]1[CH:26]=[CH:25][C:24]([C:2]2[CH:10]=[C:9]([C:11]([F:14])([F:13])[F:12])[CH:8]=[C:7]3[C:3]=2[CH:4]=[N:5][NH:6]3)=[CH:23][CH:22]=1. (3) Given the reactants [NH2:1][C:2]1[CH:3]=[CH:4][C:5]([O:8][C:9](=[O:18])[N:10]([CH3:17])[C:11]2[CH:16]=[CH:15][CH:14]=[CH:13][CH:12]=2)=[N:6][CH:7]=1.[C:19]([C:21]1[CH:22]=[C:23]([CH:27]=[CH:28][CH:29]=1)[C:24](Cl)=[O:25])#[N:20].C(N(CC)CC)C.ClCCl, predict the reaction product. The product is: [C:19]([C:21]1[CH:22]=[C:23]([CH:27]=[CH:28][CH:29]=1)[C:24]([NH:1][C:2]1[CH:3]=[CH:4][C:5]([O:8][C:9](=[O:18])[N:10]([CH3:17])[C:11]2[CH:16]=[CH:15][CH:14]=[CH:13][CH:12]=2)=[N:6][CH:7]=1)=[O:25])#[N:20]. (4) Given the reactants [OH:1][N:2]1[C:6](=[O:7])[C:5]2=[CH:8][CH:9]=[CH:10][CH:11]=[C:4]2[C:3]1=[O:12].C(=O)([O-])[O-].[K+].[K+].Cl[C@H:20]([CH3:28])[C:21]([O:23][C:24]([CH3:27])([CH3:26])[CH3:25])=[O:22].[Li+].[Cl-], predict the reaction product. The product is: [O:7]=[C:6]1[C:5]2[C:4](=[CH:11][CH:10]=[CH:9][CH:8]=2)[C:3](=[O:12])[N:2]1[O:1][C@@H:20]([CH3:28])[C:21]([O:23][C:24]([CH3:27])([CH3:26])[CH3:25])=[O:22]. (5) Given the reactants [O-]P([O-])([O-])=O.[K+].[K+].[K+].CNC1CCCCC1NC.Br[C:20]1[CH:31]=[CH:30][C:23]([O:24][CH2:25][C:26]([CH3:29])([OH:28])[CH3:27])=[C:22]([O:32][CH3:33])[CH:21]=1.[CH2:34]([O:41][C:42]1[CH:47]=[CH:46][NH:45][C:44](=[O:48])[CH:43]=1)[C:35]1[CH:40]=[CH:39][CH:38]=[CH:37][CH:36]=1, predict the reaction product. The product is: [CH2:34]([O:41][C:42]1[CH:47]=[CH:46][N:45]([C:20]2[CH:31]=[CH:30][C:23]([O:24][CH2:25][C:26]([OH:28])([CH3:29])[CH3:27])=[C:22]([O:32][CH3:33])[CH:21]=2)[C:44](=[O:48])[CH:43]=1)[C:35]1[CH:36]=[CH:37][CH:38]=[CH:39][CH:40]=1. (6) Given the reactants O[C:2]1[CH:3]=[C:4]([CH:7]=[C:8](O)[CH:9]=1)[CH2:5][OH:6].[Si](OCCCOC1C=C(C=C(OCCCO[Si](C(C)(C)C)(C)C)C=1)CO)(C(C)(C)C)(C)C.[C:43]([O-:51])(=[O:50])[C:44]1[CH:49]=[CH:48][CH:47]=[CH:46][CH:45]=1, predict the reaction product. The product is: [C:5]([O:51][C:43](=[O:50])[C:44]1[CH:49]=[CH:48][CH:47]=[CH:46][CH:45]=1)(=[O:6])[C:4]1[CH:7]=[CH:8][CH:9]=[CH:2][CH:3]=1. (7) Given the reactants I[C:2]1[CH:7]=[CH:6][CH:5]=[CH:4][C:3]=1[N+:8]([O-:10])=[O:9].[CH3:11][O:12][C:13]1[CH:14]=[C:15]2[C:20](=[CH:21][CH:22]=1)[CH:19]=[C:18](B(O)O)[CH:17]=[CH:16]2.C(=O)([O-])[O-].[Na+].[Na+].C(OCC)(=O)C, predict the reaction product. The product is: [CH3:11][O:12][C:13]1[CH:22]=[CH:21][C:20]2[C:15](=[CH:16][CH:17]=[C:18]([C:2]3[CH:7]=[CH:6][CH:5]=[CH:4][C:3]=3[N+:8]([O-:10])=[O:9])[CH:19]=2)[CH:14]=1. (8) Given the reactants [CH3:1][O:2][C:3]1[CH:9]=[CH:8][C:6]([NH2:7])=[CH:5][CH:4]=1.C(O[CH:13]=[C:14]([C:20]([O:22][CH2:23][CH3:24])=[O:21])[C:15]([O:17][CH2:18][CH3:19])=[O:16])C, predict the reaction product. The product is: [CH3:1][O:2][C:3]1[CH:9]=[CH:8][C:6]([NH:7][CH:13]=[C:14]([C:15]([O:17][CH2:18][CH3:19])=[O:16])[C:20]([O:22][CH2:23][CH3:24])=[O:21])=[CH:5][CH:4]=1.